Dataset: Forward reaction prediction with 1.9M reactions from USPTO patents (1976-2016). Task: Predict the product of the given reaction. (1) Given the reactants [C:1]1([O:7][CH3:8])[CH:6]=[CH:5][CH:4]=[CH:3][CH:2]=1.[C:9]1(=[O:15])[O:14][C:12](=[O:13])[CH2:11][CH2:10]1.[Cl-].[Al+3].[Cl-].[Cl-], predict the reaction product. The product is: [CH3:8][O:7][C:1]1[CH:6]=[CH:5][C:4]([C:9](=[O:15])[CH2:10][CH2:11][C:12]([OH:14])=[O:13])=[CH:3][CH:2]=1. (2) Given the reactants [CH3:1][C:2]1[C:11]2[C:6](=[CH:7][CH:8]=[CH:9][CH:10]=2)[N:5]=[C:4]([NH:12][C@H:13]2[CH2:17][CH2:16][N:15]([C:18](=[O:31])[CH2:19][C:20]3[CH:25]=[CH:24][C:23]([O:26][C:27]([F:30])([F:29])[F:28])=[CH:22][CH:21]=3)[CH2:14]2)[CH:3]=1.[ClH:32], predict the reaction product. The product is: [ClH:32].[CH3:1][C:2]1[C:11]2[C:6](=[CH:7][CH:8]=[CH:9][CH:10]=2)[N:5]=[C:4]([NH:12][C@H:13]2[CH2:17][CH2:16][N:15]([C:18](=[O:31])[CH2:19][C:20]3[CH:25]=[CH:24][C:23]([O:26][C:27]([F:29])([F:30])[F:28])=[CH:22][CH:21]=3)[CH2:14]2)[CH:3]=1. (3) Given the reactants Br[C:2]1[CH:7]=[CH:6][C:5]([N:8]2[CH2:17][CH2:16][C:11]3([O:15][CH2:14][CH2:13][O:12]3)[CH2:10][CH2:9]2)=[CH:4][CH:3]=1.[C:18]([O:22][C:23]([N:25]1[C:34]2[C:29](=[CH:30][CH:31]=[CH:32][CH:33]=2)[NH:28][CH2:27][CH2:26]1)=[O:24])([CH3:21])([CH3:20])[CH3:19].CC(C)([O-])C.[Na+].C(OCC)(=O)C, predict the reaction product. The product is: [C:18]([O:22][C:23]([N:25]1[C:34]2[C:29](=[CH:30][CH:31]=[CH:32][CH:33]=2)[N:28]([C:2]2[CH:7]=[CH:6][C:5]([N:8]3[CH2:17][CH2:16][C:11]4([O:15][CH2:14][CH2:13][O:12]4)[CH2:10][CH2:9]3)=[CH:4][CH:3]=2)[CH2:27][CH2:26]1)=[O:24])([CH3:21])([CH3:19])[CH3:20]. (4) Given the reactants C1(P(C2C=CC=CC=2)C2C=CC=CC=2)C=CC=CC=1.[C:20]([Cl:24])(Cl)(Cl)Cl.[CH2:25]([O:32][C:33]1[C:42]2[C:37](=[CH:38][CH:39]=[C:40]([F:43])[CH:41]=2)[CH:36]=[C:35](CO)[CH:34]=1)[C:26]1[CH:31]=[CH:30][CH:29]=[CH:28][CH:27]=1, predict the reaction product. The product is: [CH2:25]([O:32][C:33]1[C:42]2[C:37](=[CH:38][CH:39]=[C:40]([F:43])[CH:41]=2)[CH:36]=[C:35]([CH2:20][Cl:24])[CH:34]=1)[C:26]1[CH:27]=[CH:28][CH:29]=[CH:30][CH:31]=1. (5) Given the reactants [Br:1][C:2]1[CH:3]=[C:4]2[C:8](=[CH:9][CH:10]=1)[N:7]([CH3:11])[N:6]=[C:5]2I.[CH3:13][O:14][CH2:15][C:16]#[CH:17], predict the reaction product. The product is: [Br:1][C:2]1[CH:3]=[C:4]2[C:8](=[CH:9][CH:10]=1)[N:7]([CH3:11])[N:6]=[C:5]2[C:17]#[C:16][CH2:15][O:14][CH3:13]. (6) Given the reactants [O:1]=[S:2]1(=[O:16])[CH2:6][CH2:5][CH2:4][N:3]1[C:7]1[CH:15]=[CH:14][C:10]([C:11]([OH:13])=O)=[CH:9][CH:8]=1.[CH3:17][C:18]1[CH:23]=[C:22]([CH3:24])[CH:21]=[C:20]([CH3:25])[C:19]=1[N:26]1[CH2:31][CH2:30][NH:29][CH2:28][CH2:27]1, predict the reaction product. The product is: [O:16]=[S:2]1(=[O:1])[CH2:6][CH2:5][CH2:4][N:3]1[C:7]1[CH:8]=[CH:9][C:10]([C:11]([N:29]2[CH2:30][CH2:31][N:26]([C:19]3[C:20]([CH3:25])=[CH:21][C:22]([CH3:24])=[CH:23][C:18]=3[CH3:17])[CH2:27][CH2:28]2)=[O:13])=[CH:14][CH:15]=1. (7) Given the reactants [CH3:1][N:2]([CH3:48])[CH2:3][C:4]([N:6]1[C:14]2[C:9](=[CH:10][C:11]([O:46][CH3:47])=[C:12]([NH:15][C:16]3[N:29]4[C:20](=[N:21][C:22]5[C:27]([C:28]4=[O:30])=[C:26]([F:31])[CH:25]=[C:24]([F:32])[CH:23]=5)[C:19]4[CH:33]=[CH:34][N:35](S(C5C=CC(C)=CC=5)(=O)=O)[C:18]=4[N:17]=3)[CH:13]=2)[CH2:8][CH2:7]1)=[O:5].[F:49][C:50]1[CH:55]=[CH:54][C:53]([CH2:56][NH2:57])=[CH:52][CH:51]=1, predict the reaction product. The product is: [CH3:1][N:2]([CH3:48])[CH2:3][C:4]([N:6]1[C:14]2[C:9](=[CH:10][C:11]([O:46][CH3:47])=[C:12]([NH:15][C:16]3[NH:17][C:18]4=[N:35][CH:34]=[CH:33][C:19]4=[C:20]([NH:21][C:22]4[CH:23]=[C:24]([F:32])[CH:25]=[C:26]([F:31])[C:27]=4[C:28]([NH:57][CH2:56][C:53]4[CH:54]=[CH:55][C:50]([F:49])=[CH:51][CH:52]=4)=[O:30])[N:29]=3)[CH:13]=2)[CH2:8][CH2:7]1)=[O:5].